From a dataset of Forward reaction prediction with 1.9M reactions from USPTO patents (1976-2016). Predict the product of the given reaction. Given the reactants [CH2:1]1[C:9]2[C:4](=[CH:5][CH:6]=[CH:7][CH:8]=2)[CH:3]=[CH:2]1.[CH2:10](Br)[CH2:11][CH2:12][CH3:13], predict the reaction product. The product is: [CH2:10]([CH:1]1[C:9]2[C:4](=[CH:5][CH:6]=[CH:7][CH:8]=2)[CH:3]=[CH:2]1)[CH2:11][CH2:12][CH3:13].